Task: Predict the reactants needed to synthesize the given product.. Dataset: Full USPTO retrosynthesis dataset with 1.9M reactions from patents (1976-2016) (1) Given the product [Cl:1][C:2]1[CH:3]=[C:4]([CH:20]=[CH:21][CH:22]=1)[CH2:5][NH:6][C:7]([C:8]1[CH:13]=[CH:12][C:11]2[C:10]([CH:9]=1)=[N:16][N:31]([CH2:30][CH2:29][C:27]1[N:28]=[C:24]([CH3:23])[S:25][CH:26]=1)[CH:14]=2)=[O:19], predict the reactants needed to synthesize it. The reactants are: [Cl:1][C:2]1[CH:3]=[C:4]([CH:20]=[CH:21][CH:22]=1)[CH2:5][NH:6][C:7](=[O:19])[C:8]1[CH:13]=[CH:12][C:11]([CH:14]=O)=[C:10]([N+:16]([O-])=O)[CH:9]=1.[CH3:23][C:24]1[S:25][CH:26]=[C:27]([CH2:29][CH2:30][NH2:31])[N:28]=1.N1C2C(=CC=CC=2)C=N1. (2) Given the product [Cl:1][C:2]1[CH:10]=[C:9]([N+:11]([O-:13])=[O:12])[C:8]([N+:14]([O-:16])=[O:15])=[CH:7][C:3]=1[C:4]([NH:24][CH:21]1[CH2:23][CH2:22]1)=[O:6], predict the reactants needed to synthesize it. The reactants are: [Cl:1][C:2]1[CH:10]=[C:9]([N+:11]([O-:13])=[O:12])[C:8]([N+:14]([O-:16])=[O:15])=[CH:7][C:3]=1[C:4]([OH:6])=O.S(Cl)(Cl)=O.[CH:21]1([NH2:24])[CH2:23][CH2:22]1. (3) Given the product [CH3:21][C:22]1[C:27]([NH:28][C:8](=[O:10])[CH2:7][C:3]2[CH:2]=[C:1]([CH3:11])[CH:6]=[CH:5][CH:4]=2)=[C:26]([CH3:29])[CH:25]=[C:24]([N:30]2[CH2:31][CH2:32][O:33][CH2:34][CH2:35]2)[N:23]=1, predict the reactants needed to synthesize it. The reactants are: [C:1]1([CH3:11])[CH:6]=[CH:5][CH:4]=[C:3]([CH2:7][C:8]([OH:10])=O)[CH:2]=1.C(N(CC)C(C)C)(C)C.[CH3:21][C:22]1[C:27]([NH2:28])=[C:26]([CH3:29])[CH:25]=[C:24]([N:30]2[CH2:35][CH2:34][O:33][CH2:32][CH2:31]2)[N:23]=1.C(OCC)(=O)C. (4) Given the product [CH:9]12[NH:8][CH:12]([CH2:11][CH2:10]1)[CH2:13][C:14](=[O:15])[CH2:16]2, predict the reactants needed to synthesize it. The reactants are: CC(OC([N:8]1[C@@H:12]2[CH2:13][C:14]([CH2:16][C@H:9]1[CH2:10][CH2:11]2)=[O:15])=O)(C)C.Cl.O1CCOCC1. (5) The reactants are: I[C:2]1[CH:11]=[C:10]2[C:5]([CH:6]=[C:7]([C:18]3[CH:19]=[CH:20][C:21]4[O:26][CH2:25][C:24](=[O:27])[NH:23][C:22]=4[CH:28]=3)[CH:8]([C:12]3[CH:17]=[CH:16][CH:15]=[CH:14][CH:13]=3)[O:9]2)=[CH:4][CH:3]=1.[NH2:29][CH2:30][CH2:31][O:32][CH2:33][CH2:34][OH:35]. Given the product [OH:35][CH2:34][CH2:33][O:32][CH2:31][CH2:30][NH:29][C:2]1[CH:11]=[C:10]2[C:5]([CH:6]=[C:7]([C:18]3[CH:19]=[CH:20][C:21]4[O:26][CH2:25][C:24](=[O:27])[NH:23][C:22]=4[CH:28]=3)[CH:8]([C:12]3[CH:17]=[CH:16][CH:15]=[CH:14][CH:13]=3)[O:9]2)=[CH:4][CH:3]=1, predict the reactants needed to synthesize it.